This data is from Full USPTO retrosynthesis dataset with 1.9M reactions from patents (1976-2016). The task is: Predict the reactants needed to synthesize the given product. (1) Given the product [Cl:18][C:15]1[N:14]=[CH:13][C:12]([CH:7]([N:32]2[CH2:33][CH2:34][C@H:30]([N:22]([CH3:21])[C:23](=[O:29])[O:24][C:25]([CH3:26])([CH3:27])[CH3:28])[CH2:31]2)[C:8]([F:11])([F:10])[F:9])=[CH:17][CH:16]=1, predict the reactants needed to synthesize it. The reactants are: FC(F)(F)S(O[CH:7]([C:12]1[CH:13]=[N:14][C:15]([Cl:18])=[CH:16][CH:17]=1)[C:8]([F:11])([F:10])[F:9])(=O)=O.[CH3:21][N:22]([C@H:30]1[CH2:34][CH2:33][NH:32][CH2:31]1)[C:23](=[O:29])[O:24][C:25]([CH3:28])([CH3:27])[CH3:26]. (2) Given the product [I:1][C:2]1[CH:3]=[C:4]([CH2:18][C:19]([OH:21])=[O:20])[CH:5]=[C:6]([I:17])[C:7]=1[O:8][C:9]1[CH:10]=[CH:11][C:12]([O:15][CH3:16])=[CH:13][CH:14]=1, predict the reactants needed to synthesize it. The reactants are: [I:1][C:2]1[CH:3]=[C:4]([CH2:18][C:19]([O:21]C)=[O:20])[CH:5]=[C:6]([I:17])[C:7]=1[O:8][C:9]1[CH:14]=[CH:13][C:12]([O:15][CH3:16])=[CH:11][CH:10]=1.[Li+].[OH-].C(O)(=O)C(O)=O. (3) Given the product [CH2:19]([O:18][C:16]([NH:15][C:10]1[CH:9]=[C:8]([CH2:7][CH2:6][CH2:5][CH2:4][C:3]([OH:21])=[O:2])[CH:13]=[CH:12][C:11]=1[F:14])=[O:17])[CH3:20], predict the reactants needed to synthesize it. The reactants are: C[O:2][C:3](=[O:21])[CH2:4][CH2:5][CH2:6][CH2:7][C:8]1[CH:13]=[CH:12][C:11]([F:14])=[C:10]([NH:15][C:16]([O:18][CH2:19][CH3:20])=[O:17])[CH:9]=1.C[O-].[Li+].Cl. (4) The reactants are: [CH3:1][C:2]1[C:3]([C:19]([O:21][CH2:22][CH3:23])=[O:20])=[C:4]2[CH:9]=[CH:8][CH:7]=[N:6][N:5]2[C:10]=1[C:11]([N:13]1[CH2:18][CH2:17][NH:16][CH2:15][CH2:14]1)=[O:12].C(N(CC)CC)C.[CH3:31][S:32](Cl)(=[O:34])=[O:33]. Given the product [CH3:1][C:2]1[C:3]([C:19]([O:21][CH2:22][CH3:23])=[O:20])=[C:4]2[CH:9]=[CH:8][CH:7]=[N:6][N:5]2[C:10]=1[C:11]([N:13]1[CH2:14][CH2:15][N:16]([S:32]([CH3:31])(=[O:34])=[O:33])[CH2:17][CH2:18]1)=[O:12], predict the reactants needed to synthesize it. (5) Given the product [Cl:11][C:8]1[CH:9]=[CH:10][C:5]2[N:6]([C:2]([C:18]3[CH:17]=[CH:16][N:15]=[C:14]([O:13][CH3:12])[CH:19]=3)=[CH:3][N:4]=2)[CH:7]=1, predict the reactants needed to synthesize it. The reactants are: Br[C:2]1[N:6]2[CH:7]=[C:8]([Cl:11])[CH:9]=[CH:10][C:5]2=[N:4][CH:3]=1.[CH3:12][O:13][C:14]1[CH:19]=[C:18](B(O)O)[CH:17]=[CH:16][N:15]=1.C([O-])([O-])=O.[Na+].[Na+]. (6) Given the product [Br:18][CH2:2][CH2:3][N:4]1[CH2:9][CH2:8][N:7]([C:10]([O:12][C:13]([CH3:16])([CH3:15])[CH3:14])=[O:11])[CH2:6][CH2:5]1, predict the reactants needed to synthesize it. The reactants are: O[CH2:2][CH2:3][N:4]1[CH2:9][CH2:8][N:7]([C:10]([O:12][C:13]([CH3:16])([CH3:15])[CH3:14])=[O:11])[CH2:6][CH2:5]1.C(Br)(Br)(Br)[Br:18].C1(P(C2C=CC=CC=2)C2C=CC=CC=2)C=CC=CC=1. (7) Given the product [N:25]1([CH2:2][C:3]2[CH:24]=[CH:23][C:6]([C:7]([NH:9][C:10]3[CH:15]=[CH:14][C:13]([Cl:16])=[C:12]([C:17]4[CH:22]=[CH:21][CH:20]=[CH:19][N:18]=4)[CH:11]=3)=[O:8])=[CH:5][CH:4]=2)[CH:29]=[CH:28][N:27]=[N:26]1, predict the reactants needed to synthesize it. The reactants are: Br[CH2:2][C:3]1[CH:24]=[CH:23][C:6]([C:7]([NH:9][C:10]2[CH:15]=[CH:14][C:13]([Cl:16])=[C:12]([C:17]3[CH:22]=[CH:21][CH:20]=[CH:19][N:18]=3)[CH:11]=2)=[O:8])=[CH:5][CH:4]=1.[NH:25]1[CH:29]=[CH:28][N:27]=[N:26]1.